Predict the reaction yield, written as a fraction of the theoretical maximum amount of product (1.0 means a 100% yield; for example, 0.34 means a 34% yield). From a dataset of Reaction yield outcomes from USPTO patents with 853,638 reactions. The reactants are [CH:1]1([C:6]([C:8]2[O:9][C:10]3[C:17]([F:18])=[CH:16][C:15]([F:19])=[CH:14][C:11]=3[C:12]=2[CH3:13])=[O:7])[CH2:5][CH2:4][CH2:3][CH2:2]1.[BH4-].[Na+].O. The catalyst is CO.O1CCCC1. The product is [CH:1]1([CH:6]([C:8]2[O:9][C:10]3[C:17]([F:18])=[CH:16][C:15]([F:19])=[CH:14][C:11]=3[C:12]=2[CH3:13])[OH:7])[CH2:5][CH2:4][CH2:3][CH2:2]1. The yield is 1.00.